Dataset: Forward reaction prediction with 1.9M reactions from USPTO patents (1976-2016). Task: Predict the product of the given reaction. (1) Given the reactants [O:1]=[C:2]1[N:6]([C:7]2[CH:12]=[CH:11][CH:10]=[CH:9][CH:8]=2)[CH2:5][C:4]2([CH2:17][CH2:16][N:15]([C:18]([NH:20][C:21]3[S:22][CH:23]=[C:24]([C:26]4[CH:31]=[CH:30][CH:29]=[CH:28][N:27]=4)[N:25]=3)=[O:19])[CH2:14][CH2:13]2)[O:3]1.[ClH:32].CCOCC, predict the reaction product. The product is: [ClH:32].[O:1]=[C:2]1[N:6]([C:7]2[CH:12]=[CH:11][CH:10]=[CH:9][CH:8]=2)[CH2:5][C:4]2([CH2:17][CH2:16][N:15]([C:18]([NH:20][C:21]3[S:22][CH:23]=[C:24]([C:26]4[CH:31]=[CH:30][CH:29]=[CH:28][N:27]=4)[N:25]=3)=[O:19])[CH2:14][CH2:13]2)[O:3]1. (2) Given the reactants [Cl:1][C:2]1[C:7]([Cl:8])=[CH:6][CH:5]=[CH:4][C:3]=1[N:9]1[CH2:14][CH2:13][N:12]([CH2:15][CH2:16][CH2:17][CH2:18][O:19][C:20]2[CH:29]=[C:28]3[C:23]([CH2:24][CH2:25][C:26](=[O:35])[N:27]3[C:30]([O:32][CH2:33]Cl)=[O:31])=[CH:22][CH:21]=2)[CH2:11][CH2:10]1.[C:36]([OH:53])(=[O:52])[CH2:37][CH2:38][CH2:39][CH2:40][CH2:41][CH2:42][CH2:43][CH2:44][CH2:45][CH2:46][CH2:47][CH2:48][CH2:49][CH2:50][CH3:51].C(=O)([O-])[O-].[Cs+].[Cs+], predict the reaction product. The product is: [Cl:1][C:2]1[C:7]([Cl:8])=[CH:6][CH:5]=[CH:4][C:3]=1[N:9]1[CH2:10][CH2:11][N:12]([CH2:15][CH2:16][CH2:17][CH2:18][O:19][C:20]2[CH:29]=[C:28]3[C:23]([CH2:24][CH2:25][C:26](=[O:35])[N:27]3[C:30]([O:32][CH2:33][O:53][C:36](=[O:52])[CH2:37][CH2:38][CH2:39][CH2:40][CH2:41][CH2:42][CH2:43][CH2:44][CH2:45][CH2:46][CH2:47][CH2:48][CH2:49][CH2:50][CH3:51])=[O:31])=[CH:22][CH:21]=2)[CH2:13][CH2:14]1. (3) Given the reactants C([O:3][C:4](=[O:30])[CH:5]([C:8]1[CH:13]=[CH:12][C:11]([C:14]2[CH:19]=[CH:18][C:17]([C:20]([F:23])([F:22])[F:21])=[CH:16][CH:15]=2)=[C:10]([S:24]([CH:27]([CH3:29])[CH3:28])(=[O:26])=[O:25])[CH:9]=1)[CH2:6][CH3:7])C.[OH-].[K+], predict the reaction product. The product is: [CH3:28][CH:27]([S:24]([C:10]1[CH:9]=[C:8]([CH:5]([CH2:6][CH3:7])[C:4]([OH:30])=[O:3])[CH:13]=[CH:12][C:11]=1[C:14]1[CH:15]=[CH:16][C:17]([C:20]([F:23])([F:22])[F:21])=[CH:18][CH:19]=1)(=[O:26])=[O:25])[CH3:29]. (4) Given the reactants Cl[C:2]1[CH:3]=[CH:4][C:5]2[N:6]([CH:8]=[C:9]([NH:11][C:12]([CH:14]3[CH2:16][CH2:15]3)=[O:13])[N:10]=2)[N:7]=1.[N:17]1[N:18]=[C:19]([SH:26])[N:20]2[CH:25]=[CH:24][CH:23]=[CH:22][C:21]=12.C([O-])([O-])=O.[K+].[K+], predict the reaction product. The product is: [N:6]#[N:7].[N:17]1[N:18]=[C:19]([S:26][C:2]2[CH:3]=[CH:4][C:5]3[N:6]([CH:8]=[C:9]([NH:11][C:12]([CH:14]4[CH2:16][CH2:15]4)=[O:13])[N:10]=3)[N:7]=2)[N:20]2[CH:25]=[CH:24][CH:23]=[CH:22][C:21]=12.